From a dataset of NCI-60 drug combinations with 297,098 pairs across 59 cell lines. Regression. Given two drug SMILES strings and cell line genomic features, predict the synergy score measuring deviation from expected non-interaction effect. Drug 1: C1=NC2=C(N=C(N=C2N1C3C(C(C(O3)CO)O)O)F)N. Drug 2: C1=CC=C(C(=C1)C(C2=CC=C(C=C2)Cl)C(Cl)Cl)Cl. Cell line: SNB-75. Synergy scores: CSS=-0.564, Synergy_ZIP=-1.07, Synergy_Bliss=-2.11, Synergy_Loewe=-2.91, Synergy_HSA=-2.52.